This data is from Rat liver microsome stability data. The task is: Regression/Classification. Given a drug SMILES string, predict its absorption, distribution, metabolism, or excretion properties. Task type varies by dataset: regression for continuous measurements (e.g., permeability, clearance, half-life) or binary classification for categorical outcomes (e.g., BBB penetration, CYP inhibition). Dataset: rlm. (1) The molecule is O=C(NCc1ccccc1OC(F)(F)F)N1CCC(c2ccncc2)C1. The result is 0 (unstable in rat liver microsomes). (2) The molecule is CC1CCN(CCOc2ccc(C#Cc3ccc(-c4ccc(Cl)cc4)cn3)cc2)CC1. The result is 1 (stable in rat liver microsomes). (3) The molecule is Cc1cc(-c2cc(CS(C)(=O)=O)cnc2Oc2ccc(F)cc2F)n2ccnc(O)c12. The result is 0 (unstable in rat liver microsomes). (4) The molecule is COC(=O)c1cccc(CC[C@H]([C@H](C)O)n2cnc3c(N)ncnc32)c1. The result is 0 (unstable in rat liver microsomes). (5) The compound is CCNc1cc2oc(-c3ccc(F)cc3)c(C(=O)NC)c2cc1-c1ccc(OC)c(C(=O)NC2(c3ncccn3)CC2)c1. The result is 0 (unstable in rat liver microsomes). (6) The drug is C=C(C)[C@@H]1CC[C@]2(NCCN3CCN(S(=O)(=O)C(C)C)CC3)CC[C@]3(C)[C@H](CC[C@@H]4[C@@]5(C)CC=C(c6ccc(C(=O)O)cc6)C(C)(C)[C@@H]5CC[C@]43C)[C@@H]12. The result is 0 (unstable in rat liver microsomes). (7) The molecule is CC#C[C@@H](Cc1nn[nH]n1)c1ccc(OCc2ccc3scc(-c4ccccc4C(F)(F)F)c3c2)cc1. The result is 1 (stable in rat liver microsomes). (8) The molecule is CN(C)Cc1ccc(C(=O)Cn2ncc(OCc3ccc(Cl)cn3)cc2=O)cc1. The result is 1 (stable in rat liver microsomes). (9) The compound is COc1ccccc1S(=O)(=O)Nc1ccc2c3c(cc(-n4cnc(C)c4)nc13)C(=O)N2C. The result is 1 (stable in rat liver microsomes).